Dataset: Reaction yield outcomes from USPTO patents with 853,638 reactions. Task: Predict the reaction yield, written as a fraction of the theoretical maximum amount of product (1.0 means a 100% yield; for example, 0.34 means a 34% yield). (1) The reactants are [NH2:1][CH:2]([CH:14]([CH3:17])[CH2:15][CH3:16])[C:3]([NH:5][CH2:6][CH2:7][N:8]1[CH2:13][CH2:12][O:11][CH2:10][CH2:9]1)=[O:4].C(O)C.[S:21](=[O:25])(=[O:24])([OH:23])[OH:22]. The catalyst is C(O)(C)C. The product is [S:21]([O:23][S:21]([OH:24])(=[O:23])=[O:22])([OH:22])(=[O:25])=[O:24].[NH2:1][CH:2]([CH:14]([CH3:17])[CH2:15][CH3:16])[C:3]([NH:5][CH2:6][CH2:7][N:8]1[CH2:13][CH2:12][O:11][CH2:10][CH2:9]1)=[O:4]. The yield is 0.750. (2) The reactants are [CH3:1][S:2]([C:5]1[CH:6]=[C:7]2[C:11](=[CH:12][CH:13]=1)[N:10]([CH2:14][C:15]1[CH:20]=[CH:19][C:18]([CH:21]3[CH2:26][CH2:25][N:24](C(OC(C)(C)C)=O)[CH2:23][CH2:22]3)=[CH:17][N:16]=1)[CH:9]=[CH:8]2)(=[O:4])=[O:3].FC(F)(F)C(O)=O.C(=O)([O-])[O-].[K+].[K+].Br[C:48]1[N:53]=[CH:52][C:51]([CH2:54][CH3:55])=[CH:50][N:49]=1. The catalyst is ClCCl.O. The product is [CH2:54]([C:51]1[CH:50]=[N:49][C:48]([N:24]2[CH2:25][CH2:26][CH:21]([C:18]3[CH:19]=[CH:20][C:15]([CH2:14][N:10]4[C:11]5[C:7](=[CH:6][C:5]([S:2]([CH3:1])(=[O:4])=[O:3])=[CH:13][CH:12]=5)[CH:8]=[CH:9]4)=[N:16][CH:17]=3)[CH2:22][CH2:23]2)=[N:53][CH:52]=1)[CH3:55]. The yield is 0.780. (3) The catalyst is N1C=CC=CC=1.CC1C=CC(C)=CC=1. The yield is 0.810. The product is [N+:16]([C:12]1[CH:11]=[C:10]([C:9]2[S:21][C:2]3[CH:7]=[CH:6][N:5]=[CH:4][C:3]=3[N:8]=2)[CH:15]=[CH:14][CH:13]=1)([O-:18])=[O:17]. The reactants are O[C:2]1[CH:7]=[CH:6][N:5]=[CH:4][C:3]=1[NH:8][C:9](=O)[C:10]1[CH:15]=[CH:14][CH:13]=[C:12]([N+:16]([O-:18])=[O:17])[CH:11]=1.P12(SP3(SP(SP(S3)(S1)=S)(=S)S2)=S)=[S:21]. (4) The reactants are [Br:1][C:2]1[CH:3]=[C:4]([C:8]2[CH2:14][C:13](=[O:15])[NH:12][C:11]3[CH:16]=[C:17]([N+:20]([O-])=O)[CH:18]=[CH:19][C:10]=3[N:9]=2)[CH:5]=[CH:6][CH:7]=1.O.[NH4+].[Cl-]. The catalyst is CCO.[Fe]. The product is [NH2:20][C:17]1[CH:18]=[CH:19][C:10]2[N:9]=[C:8]([C:4]3[CH:5]=[CH:6][CH:7]=[C:2]([Br:1])[CH:3]=3)[CH2:14][C:13](=[O:15])[NH:12][C:11]=2[CH:16]=1. The yield is 0.380. (5) The product is [N+:2]([O-:19])([O:4][CH2:5][CH2:6][CH2:7][C:8]1[CH:13]=[CH:12][C:11]([CH:14]=[O:15])=[CH:10][CH:9]=1)=[O:3]. The catalyst is CO.O. The reactants are Cl.[N+:2]([O-:19])([O:4][CH2:5][CH2:6][CH2:7][C:8]1[CH:13]=[CH:12][C:11]([CH:14]2OCC[O:15]2)=[CH:10][CH:9]=1)=[O:3]. The yield is 0.910. (6) The reactants are [Br:1][C:2]1[CH:3]=[C:4]([OH:8])[CH:5]=[CH:6][CH:7]=1.[N+:9]([O-])([O-:11])=[O:10].[Na+].O. The catalyst is S(=O)(=O)(O)O. The product is [Br:1][C:2]1[CH:7]=[CH:6][C:5]([N+:9]([O-:11])=[O:10])=[C:4]([OH:8])[CH:3]=1. The yield is 0.200.